Dataset: Full USPTO retrosynthesis dataset with 1.9M reactions from patents (1976-2016). Task: Predict the reactants needed to synthesize the given product. (1) Given the product [CH2:1]([C:3]1[N:19]([C:18]2[CH:20]=[CH:21][C:15]([F:14])=[CH:16][CH:17]=2)[C:5](=[O:13])[C:6]2[C:7](=[CH:9][CH:10]=[CH:11][CH:12]=2)[N:8]=1)[CH3:2], predict the reactants needed to synthesize it. The reactants are: [CH2:1]([C:3]1O[C:5](=[O:13])[C:6]2[CH:12]=[CH:11][CH:10]=[CH:9][C:7]=2[N:8]=1)[CH3:2].[F:14][C:15]1[CH:21]=[CH:20][C:18]([NH2:19])=[CH:17][CH:16]=1.CC(C)=O.Cl. (2) The reactants are: CC(OI1(OC(C)=O)(OC(C)=O)OC(=O)C2C=CC=CC1=2)=O.N1C=CC=CC=1.[OH:29][CH2:30][CH2:31][O:32][CH2:33][CH2:34][O:35][CH2:36][CH2:37][C:38]([O:40][C:41]([CH3:44])([CH3:43])[CH3:42])=[O:39].[O-]S([O-])(=S)=O.[Na+].[Na+].C([O-])(O)=O.[Na+]. Given the product [O:29]=[CH:30][CH2:31][O:32][CH2:33][CH2:34][O:35][CH2:36][CH2:37][C:38]([O:40][C:41]([CH3:44])([CH3:43])[CH3:42])=[O:39], predict the reactants needed to synthesize it. (3) Given the product [O:30]1[C:9]2[CH:8]=[CH:7][C:6]([CH2:10][CH2:11][C:12]3[CH:13]=[N:14][C:15]4[C:20]([CH:21]=3)=[C:19]3[CH:22]=[CH:23][C:24]([CH3:26])=[CH:25][C:18]3=[N:17][C:16]=4[NH2:27])=[CH:5][C:4]=2[CH2:3][CH2:2]1, predict the reactants needed to synthesize it. The reactants are: N1[C:9]2[C:4](=[CH:5][C:6]([C:10]#[C:11][C:12]3[CH:13]=[N:14][C:15]4[C:20]([CH:21]=3)=[C:19]3[CH:22]=[CH:23][C:24]([CH3:26])=[CH:25][C:18]3=[N:17][C:16]=4[NH2:27])=[CH:7][CH:8]=2)[CH:3]=[CH:2]1.C([OH:30])C.[H][H]. (4) Given the product [CH3:1][O:2][C:3]1[C:12]([O:13][CH2:14][CH2:15][O:16][CH3:17])=[CH:11][CH:10]=[CH:9][C:4]=1[CH2:5][OH:6], predict the reactants needed to synthesize it. The reactants are: [CH3:1][O:2][C:3]1[C:12]([O:13][CH2:14][CH2:15][O:16][CH3:17])=[CH:11][CH:10]=[CH:9][C:4]=1[C:5](OC)=[O:6].[H-].[Al+3].[Li+].[H-].[H-].[H-].O1CCCC1. (5) Given the product [F:10][C:9]1[CH:8]=[CH:7][C:6]([NH:11][C:12]([C:14]2[CH:19]=[CH:18][C:17]([Cl:20])=[CH:16][N:15]=2)=[O:13])=[CH:5][C:4]=1[C:28]([OH:27])([CH3:29])[CH:21]=[CH2:22], predict the reactants needed to synthesize it. The reactants are: C([C:4]1[CH:5]=[C:6]([NH:11][C:12]([C:14]2[CH:19]=[CH:18][C:17]([Cl:20])=[CH:16][N:15]=2)=[O:13])[CH:7]=[CH:8][C:9]=1[F:10])(=O)C.[CH:21]([Mg]Cl)=[CH2:22].C([O:27][CH2:28][CH3:29])C. (6) The reactants are: [Br:1][CH:2]([C:7]([CH:9]1[CH2:11][CH2:10]1)=O)[C:3]([O:5][CH3:6])=[O:4].[NH2:12][C:13]([NH2:15])=[S:14]. Given the product [BrH:1].[NH2:15][C:13]1[S:14][C:2]([C:3]([O:5][CH3:6])=[O:4])=[C:7]([CH:9]2[CH2:11][CH2:10]2)[N:12]=1, predict the reactants needed to synthesize it. (7) The reactants are: [ClH:1].C(OC([N:9]1[CH2:14][CH2:13][CH:12]([O:15][C:16]2[CH:21]=[CH:20][C:19]([C:22]#[N:23])=[CH:18][CH:17]=2)[CH2:11][CH2:10]1)=O)(C)(C)C. Given the product [ClH:1].[NH:9]1[CH2:10][CH2:11][CH:12]([O:15][C:16]2[CH:21]=[CH:20][C:19]([C:22]#[N:23])=[CH:18][CH:17]=2)[CH2:13][CH2:14]1, predict the reactants needed to synthesize it.